Dataset: Forward reaction prediction with 1.9M reactions from USPTO patents (1976-2016). Task: Predict the product of the given reaction. (1) Given the reactants [N:1]([CH2:4][CH2:5][O:6][C@@H:7]([C:21]1[CH:26]=[CH:25][CH:24]=[C:23]([Cl:27])[CH:22]=1)[C@@H:8]1[CH2:13][CH2:12][CH2:11][N:10]([C:14]([O:16][C:17]([CH3:20])([CH3:19])[CH3:18])=[O:15])[CH2:9]1)=[N+]=[N-].C1(P(C2C=CC=CC=2)C2C=CC=CC=2)C=CC=CC=1, predict the reaction product. The product is: [NH2:1][CH2:4][CH2:5][O:6][C@@H:7]([C:21]1[CH:26]=[CH:25][CH:24]=[C:23]([Cl:27])[CH:22]=1)[C@@H:8]1[CH2:13][CH2:12][CH2:11][N:10]([C:14]([O:16][C:17]([CH3:20])([CH3:18])[CH3:19])=[O:15])[CH2:9]1. (2) Given the reactants [C:1](Cl)(Cl)=[O:2].CCN(C(C)C)C(C)C.[CH3:14][C:15]1([CH3:31])[C:23]2[CH:22]=[N:21][C:20]([NH:24][CH:25]3[CH2:30][CH2:29][O:28][CH2:27][CH2:26]3)=[N:19][C:18]=2[CH2:17][NH:16]1.C(Cl)(=O)N.[NH2:36][C@@H:37]([C:40]1[CH:45]=[CH:44][CH:43]=[CH:42][CH:41]=1)[CH2:38][OH:39], predict the reaction product. The product is: [OH:39][CH2:38][C@@H:37]([NH:36][C:1]([N:16]1[C:15]([CH3:31])([CH3:14])[C:23]2[CH:22]=[N:21][C:20]([NH:24][CH:25]3[CH2:30][CH2:29][O:28][CH2:27][CH2:26]3)=[N:19][C:18]=2[CH2:17]1)=[O:2])[C:40]1[CH:45]=[CH:44][CH:43]=[CH:42][CH:41]=1. (3) Given the reactants [Br:1][C:2]1[CH:7]=[CH:6][C:5]([CH2:8]Cl)=[CH:4][C:3]=1[Cl:10].[CH3:11][CH2:12][N:13](CC)[CH2:14][CH3:15].N1CCCC1, predict the reaction product. The product is: [Br:1][C:2]1[CH:7]=[CH:6][C:5]([CH2:8][N:13]2[CH2:14][CH2:15][CH2:11][CH2:12]2)=[CH:4][C:3]=1[Cl:10]. (4) Given the reactants [H-].C([Al+]CC(C)C)C(C)C.[CH3:11][Si:12]([CH3:37])([CH3:36])[CH2:13][CH2:14][O:15][CH2:16][N:17]1[C:21]2[N:22]=[CH:23][N:24]=[C:25]([C:26]3[CH:27]=[N:28][N:29]([CH2:31][CH2:32][C:33]([O-])=[O:34])[CH:30]=3)[C:20]=2[CH:19]=[CH:18]1.C(Cl)Cl, predict the reaction product. The product is: [CH3:36][Si:12]([CH3:11])([CH3:37])[CH2:13][CH2:14][O:15][CH2:16][N:17]1[C:21]2[N:22]=[CH:23][N:24]=[C:25]([C:26]3[CH:27]=[N:28][N:29]([CH2:31][CH2:32][CH2:33][OH:34])[CH:30]=3)[C:20]=2[CH:19]=[CH:18]1. (5) Given the reactants [NH2:1][C:2]1[CH:7]=[C:6]([O:8][C:9]2[CH:14]=[CH:13][C:12]([NH:15][C:16]([NH:18][C:19](=[O:28])[CH2:20][C:21]3[CH:26]=[CH:25][C:24]([F:27])=[CH:23][CH:22]=3)=[S:17])=[CH:11][C:10]=2[F:29])[CH:5]=[CH:4][N:3]=1.[C:30]([N:37]1[CH2:45][CH2:44][CH:40]([C:41](O)=[O:42])[CH2:39][CH2:38]1)([O:32][C:33]([CH3:36])([CH3:35])[CH3:34])=[O:31].C(N(CC)CC)C.F[P-](F)(F)(F)(F)F.N1(O[P+](N(C)C)(N(C)C)N(C)C)C2C=CC=CC=2N=N1, predict the reaction product. The product is: [F:29][C:10]1[CH:11]=[C:12]([NH:15][C:16]([NH:18][C:19](=[O:28])[CH2:20][C:21]2[CH:26]=[CH:25][C:24]([F:27])=[CH:23][CH:22]=2)=[S:17])[CH:13]=[CH:14][C:9]=1[O:8][C:6]1[CH:5]=[CH:4][N:3]=[C:2]([NH:1][C:41]([CH:40]2[CH2:44][CH2:45][N:37]([C:30]([O:32][C:33]([CH3:36])([CH3:35])[CH3:34])=[O:31])[CH2:38][CH2:39]2)=[O:42])[CH:7]=1. (6) Given the reactants [C:1]([C:3]12[CH2:10][CH2:9][N:6]([CH2:7][CH2:8]1)[CH2:5][CH2:4]2)#[N:2].[H-].[H-].[H-].[H-].[Li+].[Al+3], predict the reaction product. The product is: [N:6]12[CH2:9][CH2:10][C:3]([CH2:1][NH2:2])([CH2:8][CH2:7]1)[CH2:4][CH2:5]2. (7) Given the reactants [CH3:1][C:2]1[O:6][C:5]([C:7]2[CH:12]=[CH:11][CH:10]=[CH:9][CH:8]=2)=[N:4][C:3]=1[CH2:13][CH2:14][O:15][C:16]1[CH:17]=[C:18]([C:22]2[CH:27]=[CH:26][CH:25]=[C:24]([O:28][C:29]3([C:33]([O:35]CC)=[O:34])[CH2:32][CH2:31][CH2:30]3)[CH:23]=2)[CH:19]=[CH:20][CH:21]=1.[OH-].[Li+].O.C(OCC)C, predict the reaction product. The product is: [CH3:1][C:2]1[O:6][C:5]([C:7]2[CH:8]=[CH:9][CH:10]=[CH:11][CH:12]=2)=[N:4][C:3]=1[CH2:13][CH2:14][O:15][C:16]1[CH:17]=[C:18]([C:22]2[CH:27]=[CH:26][CH:25]=[C:24]([O:28][C:29]3([C:33]([OH:35])=[O:34])[CH2:30][CH2:31][CH2:32]3)[CH:23]=2)[CH:19]=[CH:20][CH:21]=1. (8) Given the reactants Br[C:2]1[N:7]=[N:6][C:5]([NH2:8])=[N:4][C:3]=1[C:9]1[CH:14]=[CH:13][CH:12]=[CH:11][CH:10]=1.[CH3:15][N:16]([CH3:26])[C:17]1[CH:18]=[C:19](B(O)O)[CH:20]=[CH:21][CH:22]=1, predict the reaction product. The product is: [CH3:15][N:16]([CH3:26])[C:17]1[CH:22]=[C:21]([C:2]2[N:7]=[N:6][C:5]([NH2:8])=[N:4][C:3]=2[C:9]2[CH:14]=[CH:13][CH:12]=[CH:11][CH:10]=2)[CH:20]=[CH:19][CH:18]=1.